This data is from Forward reaction prediction with 1.9M reactions from USPTO patents (1976-2016). The task is: Predict the product of the given reaction. Given the reactants Br[C:2]1[C:11]2[O:10][CH2:9][CH:8]([C:12]3[CH:17]=[CH:16][CH:15]=[CH:14][N:13]=3)[N:7]3[C:18](=[O:20])[NH:19][C:5]([C:6]=23)=[CH:4][CH:3]=1.[C:21]([O:29][CH2:30][C:31]1[O:35][N:34]=[C:33]([CH3:36])[C:32]=1B(O)O)(=[O:28])[C:22]1[CH:27]=[CH:26][CH:25]=[CH:24][CH:23]=1.ClCCl, predict the reaction product. The product is: [C:21]([O:29][CH2:30][C:31]1[O:35][N:34]=[C:33]([CH3:36])[C:32]=1[C:2]1[C:11]2[O:10][CH2:9][CH:8]([C:12]3[CH:17]=[CH:16][CH:15]=[CH:14][N:13]=3)[N:7]3[C:18](=[O:20])[NH:19][C:5]([C:6]=23)=[CH:4][CH:3]=1)(=[O:28])[C:22]1[CH:23]=[CH:24][CH:25]=[CH:26][CH:27]=1.